Predict the reactants needed to synthesize the given product. From a dataset of Full USPTO retrosynthesis dataset with 1.9M reactions from patents (1976-2016). Given the product [Cl:12][C:8]1[C:7]([OH:13])=[CH:6][CH:5]=[C:4]2[C:9]=1[CH:10]=[N:11][C:2]([S:15][CH3:14])=[N:3]2, predict the reactants needed to synthesize it. The reactants are: Cl[C:2]1[N:11]=[CH:10][C:9]2[C:4](=[CH:5][CH:6]=[C:7]([OH:13])[C:8]=2[Cl:12])[N:3]=1.[CH3:14][S-:15].[Na+].C([O-])(O)=O.[Na+].